Predict the product of the given reaction. From a dataset of Forward reaction prediction with 1.9M reactions from USPTO patents (1976-2016). (1) Given the reactants C([O:3][C:4](=[O:47])[CH2:5][N:6]1[C:15]2[C:10](=[C:11]([NH:16][C:17]3[C:22]([C:23]([F:26])([F:25])[F:24])=[CH:21][N:20]=[C:19]([NH:27][C:28]4[CH:33]=[CH:32][C:31]([CH2:34][P:35]([O:40][CH2:41][CH3:42])([O:37][CH2:38][CH3:39])=[O:36])=[CH:30][C:29]=4[O:43][CH3:44])[N:18]=3)[CH:12]=[CH:13][CH:14]=2)[C:9](=[O:45])[C:8]([CH3:46])=[CH:7]1)C.C1COCC1.O[Li].O, predict the reaction product. The product is: [CH2:41]([O:40][P:35]([CH2:34][C:31]1[CH:32]=[CH:33][C:28]([NH:27][C:19]2[N:18]=[C:17]([NH:16][C:11]3[CH:12]=[CH:13][CH:14]=[C:15]4[C:10]=3[C:9](=[O:45])[C:8]([CH3:46])=[CH:7][N:6]4[CH2:5][C:4]([OH:47])=[O:3])[C:22]([C:23]([F:24])([F:26])[F:25])=[CH:21][N:20]=2)=[C:29]([O:43][CH3:44])[CH:30]=1)([O:37][CH2:38][CH3:39])=[O:36])[CH3:42]. (2) Given the reactants [C:1]([C:5]1[S:6][C:7]([C:10]([O:12]CC)=[O:11])=[CH:8][N:9]=1)([CH3:4])([CH3:3])[CH3:2].[OH-].[Li+], predict the reaction product. The product is: [C:1]([C:5]1[S:6][C:7]([C:10]([OH:12])=[O:11])=[CH:8][N:9]=1)([CH3:4])([CH3:2])[CH3:3]. (3) Given the reactants [H-].[Na+].[C:3](=[O:10])([O:7][CH2:8][CH3:9])OCC.[CH3:11][CH:12]1[CH2:16][C:15]2[CH:17]=[C:18]([C:21](=[O:23])[CH3:22])[CH:19]=[CH:20][C:14]=2[O:13]1.C(O)(=O)C, predict the reaction product. The product is: [CH2:8]([O:7][C:3](=[O:10])[CH2:22][C:21]([C:18]1[CH:19]=[CH:20][C:14]2[O:13][CH:12]([CH3:11])[CH2:16][C:15]=2[CH:17]=1)=[O:23])[CH3:9]. (4) Given the reactants CO[C:3](=[O:26])[C:4]1[CH:9]=[CH:8][C:7]([O:10][CH2:11][C:12]2[C:13]([C:18]3[CH:23]=[CH:22][C:21]([F:24])=[C:20]([F:25])[CH:19]=3)=[N:14][O:15][C:16]=2[CH3:17])=[N:6][CH:5]=1.[NH2:27][CH:28]1[CH2:33][CH2:32][O:31][CH2:30][CH2:29]1, predict the reaction product. The product is: [F:25][C:20]1[CH:19]=[C:18]([C:13]2[C:12]([CH2:11][O:10][C:7]3[CH:8]=[CH:9][C:4]([C:3]([NH:27][CH:28]4[CH2:33][CH2:32][O:31][CH2:30][CH2:29]4)=[O:26])=[CH:5][N:6]=3)=[C:16]([CH3:17])[O:15][N:14]=2)[CH:23]=[CH:22][C:21]=1[F:24]. (5) Given the reactants [F:1][C:2]([F:15])([F:14])[C:3]([NH:5][NH:6][C:7]1[CH:12]=[CH:11][C:10]([I:13])=[CH:9][N:8]=1)=O.[OH-].[NH4+], predict the reaction product. The product is: [I:13][C:10]1[CH:11]=[CH:12][C:7]2[N:8]([C:3]([C:2]([F:15])([F:14])[F:1])=[N:5][N:6]=2)[CH:9]=1.